This data is from Forward reaction prediction with 1.9M reactions from USPTO patents (1976-2016). The task is: Predict the product of the given reaction. (1) Given the reactants [Si:1]([O:8][C@H:9]1[CH2:13][N:12]([C:14]([O:16][C:17]([CH3:20])([CH3:19])[CH3:18])=[O:15])[C@H:11]([C:21](OC)=[O:22])[CH2:10]1)([C:4]([CH3:7])([CH3:6])[CH3:5])([CH3:3])[CH3:2].[H-].C([Al+]CC(C)C)C(C)C, predict the reaction product. The product is: [Si:1]([O:8][C@H:9]1[CH2:13][N:12]([C:14]([O:16][C:17]([CH3:20])([CH3:19])[CH3:18])=[O:15])[C@H:11]([CH2:21][OH:22])[CH2:10]1)([C:4]([CH3:7])([CH3:6])[CH3:5])([CH3:3])[CH3:2]. (2) Given the reactants CCN(CC)CC.[C:8]([C:10]1[CH:15]=[N:14][CH:13]=[C:12]([C:16]2[CH:21]=[CH:20][C:19]([S:22]([CH:25]([CH3:27])[CH3:26])(=[O:24])=[O:23])=[CH:18][CH:17]=2)[N:11]=1)#[CH:9].[OH:28][N:29]=[C:30](Cl)[C:31]1[CH:36]=[CH:35][CH:34]=[CH:33][CH:32]=1, predict the reaction product. The product is: [CH:25]([S:22]([C:19]1[CH:20]=[CH:21][C:16]([C:12]2[N:11]=[C:10]([C:8]3[O:28][N:29]=[C:30]([C:31]4[CH:36]=[CH:35][CH:34]=[CH:33][CH:32]=4)[CH:9]=3)[CH:15]=[N:14][CH:13]=2)=[CH:17][CH:18]=1)(=[O:24])=[O:23])([CH3:27])[CH3:26].